From a dataset of Forward reaction prediction with 1.9M reactions from USPTO patents (1976-2016). Predict the product of the given reaction. (1) Given the reactants C([O:3][C:4]([C:6]1[N:10]([CH3:11])[N:9]=[CH:8][C:7]=1[C:12]1[CH:43]=[CH:42][C:15]([C:16]([N:18]([C@@H:29]2[CH2:34][CH2:33][CH2:32][N:31]([C:35]([O:37][C:38]([CH3:41])([CH3:40])[CH3:39])=[O:36])[CH2:30]2)[C:19]2[N:20]=[CH:21][CH:22]=[C:23]3[CH:27]=[CH:26][N:25]([CH3:28])[C:24]=23)=[O:17])=[CH:14][CH:13]=1)=[O:5])C.[OH-].[Na+], predict the reaction product. The product is: [C:38]([O:37][C:35]([N:31]1[CH2:32][CH2:33][CH2:34][C@@H:29]([N:18]([C:19]2[N:20]=[CH:21][CH:22]=[C:23]3[CH:27]=[CH:26][N:25]([CH3:28])[C:24]=23)[C:16]([C:15]2[CH:42]=[CH:43][C:12]([C:7]3[CH:8]=[N:9][N:10]([CH3:11])[C:6]=3[C:4]([OH:5])=[O:3])=[CH:13][CH:14]=2)=[O:17])[CH2:30]1)=[O:36])([CH3:41])([CH3:40])[CH3:39]. (2) Given the reactants [Br:1][C:2]1[C:3]([CH3:11])=[C:4]([CH2:9][NH2:10])[C:5]([CH3:8])=[CH:6][CH:7]=1.Cl[C:13]1[C:14]2[C:15](=[N:19][N:20]([CH2:22][C:23]3[CH:28]=[CH:27][C:26]([CH2:29][N:30]4[CH:34]=[CH:33][CH:32]=[N:31]4)=[CH:25][CH:24]=3)[CH:21]=2)[N:16]=[CH:17][N:18]=1.CCN(C(C)C)C(C)C, predict the reaction product. The product is: [Br:1][C:2]1[C:3]([CH3:11])=[C:4]([CH2:9][NH:10][C:13]2[C:14]3[C:15](=[N:19][N:20]([CH2:22][C:23]4[CH:24]=[CH:25][C:26]([CH2:29][N:30]5[CH:34]=[CH:33][CH:32]=[N:31]5)=[CH:27][CH:28]=4)[CH:21]=3)[N:16]=[CH:17][N:18]=2)[C:5]([CH3:8])=[CH:6][CH:7]=1. (3) Given the reactants [CH3:1][O:2][C:3]1[CH:4]=[C:5]([CH:8]=[CH:9][C:10]=1[O:11][CH3:12])[CH:6]=O.[CH3:13][Si]([N-][Si](C)(C)C)(C)C.[Li+].C[Mg]Br.[NH4+:26].[Cl-:27], predict the reaction product. The product is: [ClH:27].[CH3:1][O:2][C:3]1[C:4]([CH3:13])=[C:5]([CH:8]=[CH:9][C:10]=1[O:11][CH3:12])[CH2:6][NH2:26]. (4) The product is: [F:13][C:11]([C:10]([F:16])([F:15])[F:9])=[CH2:12].[F:5][CH:4]=[CH:3][C:2]([F:8])([F:7])[F:1]. Given the reactants [F:1][C:2]([F:8])([F:7])[CH2:3][CH:4](F)[F:5].[F:9][C:10]([F:16])([F:15])[C:11](F)([F:13])[CH3:12].FC(F)(F)C#C, predict the reaction product. (5) Given the reactants [CH3:1][C:2]1[S:6][C:5]([C:7]2[CH:8]=[N:9][NH:10][C:11]=2[NH2:12])=[N:4][CH:3]=1.[Cl:13][C:14]1[CH:19]=[CH:18][C:17]([C:20](=O)[CH2:21][C:22](OCC)=[O:23])=[CH:16][C:15]=1[O:28][CH3:29].CC1C=CC(S(O)(=O)=O)=CC=1, predict the reaction product. The product is: [Cl:13][C:14]1[CH:19]=[CH:18][C:17]([C:20]2[NH:12][C:11]3[N:10]([N:9]=[CH:8][C:7]=3[C:5]3[S:6][C:2]([CH3:1])=[CH:3][N:4]=3)[C:22](=[O:23])[CH:21]=2)=[CH:16][C:15]=1[O:28][CH3:29]. (6) Given the reactants [Cl:1][C:2]1[CH:3]=[N:4][NH:5][C:6](=[O:8])[CH:7]=1.IC.[C:11](=O)([O-])[O-].[K+].[K+], predict the reaction product. The product is: [Cl:1][C:2]1[CH:3]=[N:4][N:5]([CH3:11])[C:6](=[O:8])[CH:7]=1.